From a dataset of Catalyst prediction with 721,799 reactions and 888 catalyst types from USPTO. Predict which catalyst facilitates the given reaction. Reactant: Cl[C:2]1[N:7]=[CH:6][N:5]=[C:4]([N:8]([CH3:32])[C:9](=[O:31])[NH:10][C:11]2[CH:12]=[C:13]([NH:18][C:19](=[O:30])[C:20]3[CH:25]=[CH:24][CH:23]=[C:22]([C:26]([F:29])([F:28])[F:27])[CH:21]=3)[CH:14]=[CH:15][C:16]=2[CH3:17])[CH:3]=1.C1(C)C=CC(S(O)(=O)=O)=CC=1.[N:44]1([C:50]2[CH:55]=[CH:54][C:53]([NH2:56])=[CH:52][CH:51]=2)[CH2:49][CH2:48][O:47][CH2:46][CH2:45]1. The catalyst class is: 3. Product: [CH3:17][C:16]1[CH:15]=[CH:14][C:13]([NH:18][C:19](=[O:30])[C:20]2[CH:25]=[CH:24][CH:23]=[C:22]([C:26]([F:29])([F:28])[F:27])[CH:21]=2)=[CH:12][C:11]=1[NH:10][C:9]([N:8]([CH3:32])[C:4]1[CH:3]=[C:2]([NH:56][C:53]2[CH:52]=[CH:51][C:50]([N:44]3[CH2:49][CH2:48][O:47][CH2:46][CH2:45]3)=[CH:55][CH:54]=2)[N:7]=[CH:6][N:5]=1)=[O:31].